Dataset: Catalyst prediction with 721,799 reactions and 888 catalyst types from USPTO. Task: Predict which catalyst facilitates the given reaction. (1) Reactant: C[O:2][C:3](=O)[CH2:4][C:5]1[CH:6]=[N:7][CH:8]=[C:9]([N:11]2[CH2:20][CH2:19][C:18]3[C:13](=[CH:14][CH:15]=[C:16]([Cl:21])[CH:17]=3)[C:12]2=[O:22])[CH:10]=1.O.[NH2:25][NH2:26]. Product: [Cl:21][C:16]1[CH:17]=[C:18]2[C:13](=[CH:14][CH:15]=1)[C:12](=[O:22])[N:11]([C:9]1[CH:10]=[C:5]([CH2:4][C:3]([NH:25][NH2:26])=[O:2])[CH:6]=[N:7][CH:8]=1)[CH2:20][CH2:19]2. The catalyst class is: 8. (2) Reactant: C(O)C.[O:4]([CH2:11][CH2:12][CH2:13][CH2:14][CH2:15][CH2:16][C:17]1[O:21][N:20]=[C:19]([C:22]([O:24]CC)=[O:23])[CH:18]=1)[C:5]1[CH:10]=[CH:9][CH:8]=[CH:7][CH:6]=1.[OH-].[K+]. Product: [O:4]([CH2:11][CH2:12][CH2:13][CH2:14][CH2:15][CH2:16][C:17]1[O:21][N:20]=[C:19]([C:22]([OH:24])=[O:23])[CH:18]=1)[C:5]1[CH:10]=[CH:9][CH:8]=[CH:7][CH:6]=1. The catalyst class is: 6. (3) Reactant: C([O:3][C:4](=[O:39])[CH2:5][O:6][C:7]1[CH:8]=[C:9]([C:29]2[CH:34]=[CH:33][CH:32]=[CH:31][C:30]=2[S:35]([CH3:38])(=[O:37])=[O:36])[CH:10]=[CH:11][C:12]=1[CH2:13][CH2:14][NH:15][S:16]([C:19]1[CH:24]=[C:23]([C:25](=[NH:27])[NH2:26])[CH:22]=[CH:21][C:20]=1[OH:28])(=[O:18])=[O:17])C.[OH-].[Na+].[ClH:42]. Product: [ClH:42].[C:25]([C:23]1[CH:22]=[CH:21][C:20]([OH:28])=[C:19]([S:16]([NH:15][CH2:14][CH2:13][C:12]2[CH:11]=[CH:10][C:9]([C:29]3[CH:34]=[CH:33][CH:32]=[CH:31][C:30]=3[S:35]([CH3:38])(=[O:37])=[O:36])=[CH:8][C:7]=2[O:6][CH2:5][C:4]([OH:39])=[O:3])(=[O:17])=[O:18])[CH:24]=1)(=[NH:26])[NH2:27]. The catalyst class is: 10.